Dataset: Full USPTO retrosynthesis dataset with 1.9M reactions from patents (1976-2016). Task: Predict the reactants needed to synthesize the given product. (1) The reactants are: [C:1]([O:5][C:6]([NH:8][CH2:9][C:10]([NH:12][CH2:13][C:14]([NH:16][C@H:17]([C:25]([NH:27][CH2:28]C(O)=O)=[O:26])[CH2:18][C:19]1[CH:24]=[CH:23][CH:22]=[CH:21][CH:20]=1)=[O:15])=[O:11])=[O:7])([CH3:4])([CH3:3])[CH3:2].ON1C(=O)CCC1=O.Cl.CN(C)CCCN=C=NCC.C([O:56][C:57](=O)[NH:58][CH2:59][CH2:60][CH2:61][C:62]([NH:64][C@@H:65]1[C:70]2=[C:71]3[CH2:86][N:85]4[C:80](=[CH:81][C:82]5[C@:91]([CH2:93][CH3:94])([OH:92])[C:90](=[O:95])[O:89][CH2:88][C:83]=5[C:84]4=[O:87])[C:72]3=[N:73][C:74]3[CH:75]=[C:76]([F:79])[C:77]([CH3:78])=[C:68]([C:69]=32)[CH2:67][CH2:66]1)=[O:63])(C)(C)C. Given the product [C:1]([O:5][C:6]([NH:8][CH2:9][C:10]([NH:12][CH2:13][C:14]([NH:16][C@H:17]([C:25]([NH:27][CH2:28][C:57]([NH:58][CH2:59][CH2:60][CH2:61][C:62]([NH:64][C@@H:65]1[C:70]2=[C:71]3[CH2:86][N:85]4[C:80](=[CH:81][C:82]5[C@:91]([CH2:93][CH3:94])([OH:92])[C:90](=[O:95])[O:89][CH2:88][C:83]=5[C:84]4=[O:87])[C:72]3=[N:73][C:74]3[CH:75]=[C:76]([F:79])[C:77]([CH3:78])=[C:68]([C:69]=32)[CH2:67][CH2:66]1)=[O:63])=[O:56])=[O:26])[CH2:18][C:19]1[CH:20]=[CH:21][CH:22]=[CH:23][CH:24]=1)=[O:15])=[O:11])=[O:7])([CH3:4])([CH3:3])[CH3:2], predict the reactants needed to synthesize it. (2) Given the product [C:17]([O:21][C:22]([N:24]1[CH2:29][CH2:28][CH:27]([N:30]([CH:31]2[CH2:32][CH2:33]2)[C:5](=[O:7])[C:4]2[CH:8]=[C:9]([F:16])[C:10]([C:11]3[O:15][CH:14]=[N:13][CH:12]=3)=[C:2]([F:1])[CH:3]=2)[CH2:26][CH2:25]1)=[O:23])([CH3:20])([CH3:18])[CH3:19], predict the reactants needed to synthesize it. The reactants are: [F:1][C:2]1[CH:3]=[C:4]([CH:8]=[C:9]([F:16])[C:10]=1[C:11]1[O:15][CH:14]=[N:13][CH:12]=1)[C:5]([OH:7])=O.[C:17]([O:21][C:22]([N:24]1[CH2:29][CH2:28][CH:27]([NH:30][CH:31]2[CH2:33][CH2:32]2)[CH2:26][CH2:25]1)=[O:23])([CH3:20])([CH3:19])[CH3:18]. (3) Given the product [CH:6]1[C:5]2[C:10](=[CH:11][C:12]3[C:17]([CH:4]=2)=[CH:16][CH:15]=[CH:14][CH:13]=3)[CH:9]=[CH:8][CH:7]=1, predict the reactants needed to synthesize it. The reactants are: CNC[C:4]1[C:5]2[C:10]([CH:11]=[C:12]3[C:17]=1[CH:16]=[CH:15][CH:14]=[CH:13]3)=[CH:9][CH:8]=[CH:7][CH:6]=2.BrC1C=CC=CC=1CBr.C([O-])([O-])=O.[K+].[K+]. (4) Given the product [N:8]1([CH2:13][C:14]2([C:45]3[CH:50]=[CH:49][C:48]([F:51])=[CH:47][C:46]=3[F:52])[O:18][CH2:17][CH:16]([S:19][CH2:20][C:21]3[CH:26]=[CH:25][C:24]([N:27]4[CH2:28][CH2:29][N:30]([C:33]5[CH:34]=[CH:35][C:36]([N:39]6[C:43](=[O:44])[N:42]([CH:2]([CH3:5])[C:3]#[N:4])[N:41]=[CH:40]6)=[CH:37][CH:38]=5)[CH2:31][CH2:32]4)=[CH:23][CH:22]=3)[CH2:15]2)[CH:12]=[N:11][CH:10]=[N:9]1, predict the reactants needed to synthesize it. The reactants are: Br[CH:2]([CH3:5])[C:3]#[N:4].[OH-].[K+].[N:8]1([CH2:13][C:14]2([C:45]3[CH:50]=[CH:49][C:48]([F:51])=[CH:47][C:46]=3[F:52])[O:18][CH2:17][CH:16]([S:19][CH2:20][C:21]3[CH:26]=[CH:25][C:24]([N:27]4[CH2:32][CH2:31][N:30]([C:33]5[CH:38]=[CH:37][C:36]([N:39]6[C:43](=[O:44])[NH:42][N:41]=[CH:40]6)=[CH:35][CH:34]=5)[CH2:29][CH2:28]4)=[CH:23][CH:22]=3)[CH2:15]2)[CH:12]=[N:11][CH:10]=[N:9]1. (5) Given the product [CH3:10][O:11][C:12](=[O:42])[CH2:13][C@H:14]1[C:18]2[CH:19]=[CH:20][C:21]([O:23][C@H:24]3[C:32]4[C:27](=[C:28]([C:3]5[C:2]([Cl:1])=[CH:7][CH:6]=[CH:5][C:4]=5[Cl:8])[CH:29]=[CH:30][CH:31]=4)[CH2:26][CH2:25]3)=[CH:22][C:17]=2[O:16][CH2:15]1, predict the reactants needed to synthesize it. The reactants are: [Cl:1][C:2]1[CH:7]=[CH:6][CH:5]=[C:4]([Cl:8])[C:3]=1I.[CH3:10][O:11][C:12](=[O:42])[CH2:13][C@H:14]1[C:18]2[CH:19]=[CH:20][C:21]([O:23][C@H:24]3[C:32]4[C:27](=[C:28](B5OC(C)(C)C(C)(C)O5)[CH:29]=[CH:30][CH:31]=4)[CH2:26][CH2:25]3)=[CH:22][C:17]=2[O:16][CH2:15]1.